This data is from hERG Central: cardiac toxicity at 1µM, 10µM, and general inhibition. The task is: Predict hERG channel inhibition at various concentrations. (1) The compound is O=C(NCCCN1CCN(c2ccc(F)cc2)CC1)C1CCCN(c2ncnc3c2nc2n3CCCCC2)C1. Results: hERG_inhib (hERG inhibition (general)): blocker. (2) The drug is CCOC(=O)C1CCN(C2=NC(=O)/C(=C/c3ccc(Cl)cc3)S2)CC1. Results: hERG_inhib (hERG inhibition (general)): blocker. (3) The molecule is N=c1c(C(=O)NCc2ccco2)cc2c(=O)n3ccccc3nc2n1Cc1ccccc1. Results: hERG_inhib (hERG inhibition (general)): blocker.